Dataset: Reaction yield outcomes from USPTO patents with 853,638 reactions. Task: Predict the reaction yield, written as a fraction of the theoretical maximum amount of product (1.0 means a 100% yield; for example, 0.34 means a 34% yield). (1) The catalyst is CO.C(Cl)(Cl)Cl. The yield is 0.520. The product is [NH2:38][C:35]1[N:34]=[CH:33][C:32]([C:20]2[N:21]=[C:22]([N:26]3[CH2:27][CH2:28][O:29][CH2:30][CH2:31]3)[C:23]3[N:24]=[CH:25][C:16]([C:12]4[CH:11]=[C:10]([NH:9][C:7]([N:1]5[CH2:2][CH2:3][O:4][CH2:5][CH2:6]5)=[O:8])[CH:15]=[CH:14][CH:13]=4)=[CH:17][C:18]=3[N:19]=2)=[CH:37][N:36]=1. The reactants are [N:1]1([C:7]([NH:9][C:10]2[CH:11]=[C:12]([C:16]3[CH:25]=[N:24][C:23]4[C:22]([N:26]5[CH2:31][CH2:30][O:29][CH2:28][CH2:27]5)=[N:21][C:20]([C:32]5[CH:33]=[N:34][C:35]([NH:38]C(=O)OC(C)(C)C)=[N:36][CH:37]=5)=[N:19][C:18]=4[CH:17]=3)[CH:13]=[CH:14][CH:15]=2)=[O:8])[CH2:6][CH2:5][O:4][CH2:3][CH2:2]1.C(Cl)Cl.C(O)(C(F)(F)F)=O. (2) The reactants are C([O:3][P:4]([CH2:9][CH2:10][N:11]([S:37]([CH3:40])(=[O:39])=[O:38])[CH2:12][C:13]([CH3:36])=[CH:14][CH2:15][C:16]1[C:17]([O:29]CC[Si](C)(C)C)=[C:18]2[C:22](=[C:23]([CH3:27])[C:24]=1[O:25][CH3:26])[CH2:21][O:20][C:19]2=[O:28])(=[O:8])[O:5]CC)C.C[Si](Br)(C)C.N1C(C)=CC=CC=1C.Cl. The catalyst is C(#N)C.CCOC(C)=O. The product is [OH:29][C:17]1[C:16]([CH2:15][CH:14]=[C:13]([CH3:36])[CH2:12][N:11]([S:37]([CH3:40])(=[O:38])=[O:39])[CH2:10][CH2:9][P:4](=[O:3])([OH:8])[OH:5])=[C:24]([O:25][CH3:26])[C:23]([CH3:27])=[C:22]2[C:18]=1[C:19](=[O:28])[O:20][CH2:21]2. The yield is 0.730. (3) The reactants are C(OC[N:9]1[C:13]2[N:14]=[N:15][CH:16]=[C:17]([C:18]3[CH:19]=[N:20][N:21]([C@@H:23]([CH:27]4[CH2:32][CH2:31][CH2:30][CH2:29][CH2:28]4)[CH2:24][C:25]#[N:26])[CH:22]=3)[C:12]=2[CH:11]=[CH:10]1)(=O)C(C)(C)C.[OH-].[Na+]. The catalyst is CO. The product is [N:14]1[C:13]2[NH:9][CH:10]=[CH:11][C:12]=2[C:17]([C:18]2[CH:19]=[N:20][N:21]([C@@H:23]([CH:27]3[CH2:32][CH2:31][CH2:30][CH2:29][CH2:28]3)[CH2:24][C:25]#[N:26])[CH:22]=2)=[CH:16][N:15]=1. The yield is 0.780. (4) The catalyst is O1CCCC1. The yield is 0.800. The reactants are [CH3:1][C:2]1[C:3]([NH:8][C:9](=O)OC(C)(C)C)=[N:4][CH:5]=[CH:6][CH:7]=1.[CH2:16]([Li])[CH2:17][CH2:18][CH3:19].CN(OC)C(C1(C)CC1)=O.Cl. The product is [CH3:16][C:17]1([C:9]2[NH:8][C:3]3=[N:4][CH:5]=[CH:6][CH:7]=[C:2]3[CH:1]=2)[CH2:19][CH2:18]1. (5) The reactants are [CH3:1][C:2]([Si:5]([CH3:24])([CH3:23])[O:6][CH:7]1[CH2:11][CH:10](O)[C:9](=[CH2:13])[CH:8]1[CH2:14][O:15][Si:16]([C:19]([CH3:22])([CH3:21])[CH3:20])([CH3:18])[CH3:17])([CH3:4])[CH3:3].C1(P(C2C=CC=CC=2)C2C=CC=CC=2)C=CC=CC=1.[NH2:44][C:45]1[N:53]=[C:52]2[C:48]([NH:49][CH:50]=[N:51]2)=[C:47]([Cl:54])[N:46]=1.N(C(OCC)=O)=NC(OCC)=O. The catalyst is C1COCC1.C(Cl)Cl. The product is [Cl:54][C:47]1[N:46]=[C:45]([NH2:44])[N:53]=[C:52]2[C:48]=1[N:49]=[CH:50][N:51]2[CH:10]1[CH2:11][CH:14]([O:15][Si:16]([C:19]([CH3:22])([CH3:21])[CH3:20])([CH3:18])[CH3:17])[CH:8]([CH2:7][O:6][Si:5]([C:2]([CH3:4])([CH3:1])[CH3:3])([CH3:24])[CH3:23])[C:9]1=[CH2:13]. The yield is 0.630. (6) The reactants are [C:1]([C:4]1[C:9]2[CH:10]=[CH:11][CH:12]=[C:13]([F:14])[C:8]=2[C:7](=[O:15])[O:6][C:5]=1[NH:16][C@@H:17]([CH:25]1[CH2:27][CH2:26]1)[C:18]1[CH:23]=[CH:22][CH:21]=[C:20]([F:24])[CH:19]=1)(=[O:3])[CH3:2].[OH-:28].[Na+]. The catalyst is O1CCCC1.CO. The product is [CH:25]1([C@H:17]([NH:16][C:5]([CH:4]([C:9]2[CH:10]=[CH:11][CH:12]=[C:13]([F:14])[C:8]=2[C:7]([OH:6])=[O:15])[C:1](=[O:3])[CH3:2])=[O:28])[C:18]2[CH:23]=[CH:22][CH:21]=[C:20]([F:24])[CH:19]=2)[CH2:27][CH2:26]1. The yield is 0.977.